Dataset: Forward reaction prediction with 1.9M reactions from USPTO patents (1976-2016). Task: Predict the product of the given reaction. (1) Given the reactants [H-].[Na+].[CH3:3][CH2:4][CH:5](P(OCC)(OCC)=O)[C:6]([O:8][CH2:9][CH3:10])=[O:7].[C:19]([N:26]1[CH2:31][CH2:30][C:29](=O)[CH2:28][CH2:27]1)([O:21][C:22]([CH3:25])([CH3:24])[CH3:23])=[O:20], predict the reaction product. The product is: [CH2:9]([O:8][C:6](=[O:7])[C:5](=[C:29]1[CH2:30][CH2:31][N:26]([C:19]([O:21][C:22]([CH3:25])([CH3:24])[CH3:23])=[O:20])[CH2:27][CH2:28]1)[CH2:4][CH3:3])[CH3:10]. (2) The product is: [CH2:2]([NH:4][C:19](=[O:18])[NH:20][C:21]1[CH:26]=[C:25]([O:27][C:28]2[CH:29]=[CH:30][C:31]([NH:34][C:35]([C:37]3[C:38](=[O:50])[N:39]([C:44]4[CH:49]=[CH:48][CH:47]=[CH:46][CH:45]=4)[N:40]([CH3:43])[C:41]=3[CH3:42])=[O:36])=[CH:32][CH:33]=2)[CH:24]=[CH:23][N:22]=1)[CH3:3]. Given the reactants Cl.[CH2:2]([NH2:4])[CH3:3].CCN(CC)CC.C1([O:18][C:19](=O)[NH:20][C:21]2[CH:26]=[C:25]([O:27][C:28]3[CH:33]=[CH:32][C:31]([NH:34][C:35]([C:37]4[C:38](=[O:50])[N:39]([C:44]5[CH:49]=[CH:48][CH:47]=[CH:46][CH:45]=5)[N:40]([CH3:43])[C:41]=4[CH3:42])=[O:36])=[CH:30][CH:29]=3)[CH:24]=[CH:23][N:22]=2)C=CC=CC=1, predict the reaction product.